This data is from NCI-60 drug combinations with 297,098 pairs across 59 cell lines. The task is: Regression. Given two drug SMILES strings and cell line genomic features, predict the synergy score measuring deviation from expected non-interaction effect. (1) Drug 1: C1=CC=C(C(=C1)C(C2=CC=C(C=C2)Cl)C(Cl)Cl)Cl. Drug 2: CC12CCC3C(C1CCC2OP(=O)(O)O)CCC4=C3C=CC(=C4)OC(=O)N(CCCl)CCCl.[Na+]. Cell line: OVCAR-5. Synergy scores: CSS=16.3, Synergy_ZIP=-5.54, Synergy_Bliss=-6.09, Synergy_Loewe=-6.68, Synergy_HSA=-5.08. (2) Drug 1: CN1C(=O)N2C=NC(=C2N=N1)C(=O)N. Drug 2: C#CCC(CC1=CN=C2C(=N1)C(=NC(=N2)N)N)C3=CC=C(C=C3)C(=O)NC(CCC(=O)O)C(=O)O. Cell line: SR. Synergy scores: CSS=83.1, Synergy_ZIP=0.303, Synergy_Bliss=0.0371, Synergy_Loewe=-3.73, Synergy_HSA=2.13. (3) Drug 1: C1=CN(C=N1)CC(O)(P(=O)(O)O)P(=O)(O)O. Drug 2: C(=O)(N)NO. Cell line: DU-145. Synergy scores: CSS=-0.114, Synergy_ZIP=-0.461, Synergy_Bliss=-2.01, Synergy_Loewe=-4.29, Synergy_HSA=-4.29.